From a dataset of Reaction yield outcomes from USPTO patents with 853,638 reactions. Predict the reaction yield, written as a fraction of the theoretical maximum amount of product (1.0 means a 100% yield; for example, 0.34 means a 34% yield). (1) The reactants are Cl[C:2]1[C:3]([NH:18][C:19]2[CH:23]=[C:22]([O:24][CH3:25])[NH:21][N:20]=2)=[N:4][C:5]([NH:8][C@H:9]([C:11]2[N:16]=[CH:15][C:14]([F:17])=[CH:13][N:12]=2)[CH3:10])=[N:6][CH:7]=1.[Br:26]C1C(NC2C=C(OC)NN=2)=NC(Cl)=NC=1.CCN(C(C)C)C(C)C. The catalyst is CCCCO. The product is [Br:26][C:2]1[C:3]([NH:18][C:19]2[CH:23]=[C:22]([O:24][CH3:25])[NH:21][N:20]=2)=[N:4][C:5]([NH:8][C@H:9]([C:11]2[N:16]=[CH:15][C:14]([F:17])=[CH:13][N:12]=2)[CH3:10])=[N:6][CH:7]=1. The yield is 0.330. (2) The reactants are [F:1][C:2]([F:37])([C:7]1([O:32][Si](C)(C)C)[C:19]2[N:18](S(C3C=CC(C)=CC=3)(=O)=O)[C:17]3[C:12](=[CH:13][C:14]([C:30]#[N:31])=[CH:15][CH:16]=3)[C:11]=2[CH2:10][CH2:9][CH2:8]1)[C:3]([F:6])([F:5])[F:4].[OH-].[K+]. The catalyst is C1COCC1.O. The product is [OH:32][C:7]1([C:2]([F:37])([F:1])[C:3]([F:4])([F:5])[F:6])[C:19]2[NH:18][C:17]3[C:12](=[CH:13][C:14]([C:30]#[N:31])=[CH:15][CH:16]=3)[C:11]=2[CH2:10][CH2:9][CH2:8]1. The yield is 0.400. (3) The reactants are [C:1]([O:5][C:6]([N:8]1[CH2:12][CH2:11][CH2:10][C@H:9]1[CH2:13][O:14][C:15]1[CH:16]=[C:17]([CH2:21][C:22]([OH:24])=[O:23])[CH:18]=[CH:19][CH:20]=1)=[O:7])([CH3:4])(C)C.CCOCC.C([O-])(O)=O.[Na+].C(Cl)(OCC1[C:51]2[C:46](=[CH:47][CH:48]=[CH:49][CH:50]=2)[C:45]2[C:40]1=[CH:41][CH:42]=[CH:43][CH:44]=2)=O. The catalyst is C(Cl)Cl.C(O)(C(F)(F)F)=O.O.O1CCOCC1. The product is [C:6]([N:8]1[CH2:12][CH2:11][CH2:10][C@H:9]1[CH2:13][O:14][C:15]1[CH:16]=[C:17]([CH2:21][C:22]([OH:24])=[O:23])[CH:18]=[CH:19][CH:20]=1)([O:5][CH2:1][CH:4]1[C:44]2[C:45](=[CH:40][CH:41]=[CH:42][CH:43]=2)[C:46]2[C:51]1=[CH:50][CH:49]=[CH:48][CH:47]=2)=[O:7]. The yield is 0.810. (4) The reactants are S(Cl)([Cl:4])(=O)=O.[Cl:6][C:7]1[CH:8]=[C:9]([C:13]2[O:17][N:16]=[C:15]([CH2:18][O:19][S:20]([CH3:23])(=[O:22])=[O:21])[CH:14]=2)[CH:10]=[CH:11][CH:12]=1. The catalyst is ClCCl. The product is [Cl:4][C:14]1[C:15]([CH2:18][O:19][S:20]([CH3:23])(=[O:22])=[O:21])=[N:16][O:17][C:13]=1[C:9]1[CH:10]=[CH:11][CH:12]=[C:7]([Cl:6])[CH:8]=1. The yield is 0.970.